From a dataset of Forward reaction prediction with 1.9M reactions from USPTO patents (1976-2016). Predict the product of the given reaction. (1) The product is: [CH3:1][S:2]([O:5][CH2:6][CH2:7][N:8]([CH2:24][CH2:25][O:26][S:27]([CH3:30])(=[O:29])=[O:28])[C:9]1[CH:17]=[C:13]([C:14]([NH:31][CH2:32][CH2:33][CH2:34][OH:35])=[O:16])[C:12]([N+:18]([O-:20])=[O:19])=[CH:11][C:10]=1[N+:21]([O-:23])=[O:22])(=[O:4])=[O:3]. Given the reactants [CH3:1][S:2]([O:5][CH2:6][CH2:7][N:8]([CH2:24][CH2:25][O:26][S:27]([CH3:30])(=[O:29])=[O:28])[C:9]1[C:10]([N+:21]([O-:23])=[O:22])=[CH:11][C:12]([N+:18]([O-:20])=[O:19])=[C:13]([CH:17]=1)[C:14]([OH:16])=O)(=[O:4])=[O:3].[NH2:31][CH2:32][CH2:33][CH2:34][OH:35].Cl, predict the reaction product. (2) The product is: [Cl:1][C:2]1[CH:3]=[C:4]([C:9]2[S:10][C:11]([S:20]([C:23]3[CH:24]=[CH:25][C:26]([O:29][CH3:30])=[CH:27][CH:28]=3)(=[O:21])=[O:22])=[CH:12][C:13]=2[CH2:14][C:15]([OH:17])=[O:16])[CH:5]=[CH:6][C:7]=1[Cl:8]. Given the reactants [Cl:1][C:2]1[CH:3]=[C:4]([C:9]2[S:10][C:11]([S:20]([C:23]3[CH:28]=[CH:27][C:26]([O:29][CH3:30])=[CH:25][CH:24]=3)(=[O:22])=[O:21])=[CH:12][C:13]=2[CH2:14][C:15]([O:17]CC)=[O:16])[CH:5]=[CH:6][C:7]=1[Cl:8].[OH-].[Na+], predict the reaction product. (3) Given the reactants CC[N:3]([CH:7]([CH3:9])[CH3:8])[CH:4](C)C.[OH:10][CH2:11][C@H:12]([CH3:40])[O:13][C:14]1[CH:15]=[C:16]([CH:27]=[C:28]([C:30]([NH:32][C:33]2[CH:38]=[N:37][C:36]([CH3:39])=[CH:35][N:34]=2)=[O:31])[CH:29]=1)[O:17][C:18]1[CH:26]=[CH:25][C:21]([C:22]([OH:24])=O)=[CH:20][CH:19]=1.CN(C(ON1N=NC2C=CC=NC1=2)=[N+](C)C)C.F[P-](F)(F)(F)(F)F.CC1CCN1, predict the reaction product. The product is: [OH:10][CH2:11][C@H:12]([CH3:40])[O:13][C:14]1[CH:29]=[C:28]([CH:27]=[C:16]([O:17][C:18]2[CH:26]=[CH:25][C:21]([C:22]([N:3]3[CH2:4][CH2:9][CH:7]3[CH3:8])=[O:24])=[CH:20][CH:19]=2)[CH:15]=1)[C:30]([NH:32][C:33]1[CH:38]=[N:37][C:36]([CH3:39])=[CH:35][N:34]=1)=[O:31]. (4) Given the reactants [CH2:1]([C@@:4]1([CH3:31])[CH2:9][C@H:8]([C:10]2[CH:15]=[CH:14][CH:13]=[C:12]([Cl:16])[CH:11]=2)[C@@H:7]([C:17]2[CH:22]=[CH:21][C:20]([Cl:23])=[CH:19][CH:18]=2)[N:6]([C@@H:24]([CH:27]([CH3:29])[CH3:28])[CH2:25]O)[C:5]1=[O:30])[CH:2]=[CH2:3].O.[CH3:33][C:34]1[CH:39]=[CH:38][C:37]([S:40]([OH:43])(=[O:42])=[O:41])=[CH:36][CH:35]=1, predict the reaction product. The product is: [CH3:33][C:34]1[CH:35]=[CH:36][C:37]([S:40]([O-:43])(=[O:42])=[O:41])=[CH:38][CH:39]=1.[CH2:1]([C@@:4]1([CH3:31])[CH2:9][C@H:8]([C:10]2[CH:15]=[CH:14][CH:13]=[C:12]([Cl:16])[CH:11]=2)[C@@H:7]([C:17]2[CH:22]=[CH:21][C:20]([Cl:23])=[CH:19][CH:18]=2)[N+:6]2[C@@H:24]([CH:27]([CH3:29])[CH3:28])[CH2:25][O:30][C:5]1=2)[CH:2]=[CH2:3]. (5) Given the reactants [NH2:1][C:2]1[CH:3]=[CH:4][C:5]([CH3:8])=[N:6][CH:7]=1.[Li+].C[Si]([N-][Si](C)(C)C)(C)C.[CH3:19][C:20]([O:23][C:24](O[C:24]([O:23][C:20]([CH3:22])([CH3:21])[CH3:19])=[O:25])=[O:25])([CH3:22])[CH3:21], predict the reaction product. The product is: [CH3:8][C:5]1[N:6]=[CH:7][C:2]([NH:1][C:24](=[O:25])[O:23][C:20]([CH3:22])([CH3:21])[CH3:19])=[CH:3][CH:4]=1. (6) Given the reactants [NH2:1][C:2]1[S:3][CH:4]=[C:5]([C:7](=[O:9])[CH3:8])[N:6]=1.[Li+].[BH4-].CO, predict the reaction product. The product is: [NH2:1][C:2]1[S:3][CH:4]=[C:5]([CH:7]([OH:9])[CH3:8])[N:6]=1.